Dataset: HIV replication inhibition screening data with 41,000+ compounds from the AIDS Antiviral Screen. Task: Binary Classification. Given a drug SMILES string, predict its activity (active/inactive) in a high-throughput screening assay against a specified biological target. (1) The molecule is CCC1=C(CC2NCCc3cc(OC)c(OC)cc32)CC2c3cc(OC)c(OC)cc3CCN2C1. The result is 0 (inactive). (2) The drug is CCCCCCCCCCCCOC(=N)N1CCOCC1. The result is 0 (inactive). (3) The molecule is CC(=O)C=Cc1cc([N+](=O)[O-])ccc1O. The result is 0 (inactive). (4) The molecule is Cc1ccc(N=Nc2c(C)nn(C(=O)CC(=O)Nc3ccc(Cl)cc3)c2C)cc1C. The result is 0 (inactive).